From a dataset of Full USPTO retrosynthesis dataset with 1.9M reactions from patents (1976-2016). Predict the reactants needed to synthesize the given product. (1) Given the product [C:1]([O:5][C:6]([N:8]1[CH2:16][C:15]2[C:10](=[CH:11][CH:12]=[CH:13][CH:14]=2)[CH:9]1[C:17](=[O:18])[NH:23][C:22]1[C:21]([F:20])=[CH:27][CH:26]=[CH:25][C:24]=1[F:28])=[O:7])([CH3:4])([CH3:2])[CH3:3], predict the reactants needed to synthesize it. The reactants are: [C:1]([O:5][C:6]([N:8]1[CH2:16][C:15]2[C:10](=[CH:11][CH:12]=[CH:13][CH:14]=2)[CH:9]1[C:17](O)=[O:18])=[O:7])([CH3:4])([CH3:3])[CH3:2].[F:20][C:21]1[CH:27]=[CH:26][CH:25]=[C:24]([F:28])[C:22]=1[NH2:23].O=P(Cl)(Cl)Cl. (2) The reactants are: [Br:1][C:2]1[CH:3]=[C:4]2[C:8](=[CH:9][CH:10]=1)C(=C1SCCCS1)[CH2:6][CH2:5]2.Cl.[C:18]([OH:21])(=[O:20])[CH3:19]. Given the product [Br:1][C:2]1[CH:3]=[C:4]2[C:8](=[CH:9][CH:10]=1)[CH:19]([C:18]([OH:21])=[O:20])[CH2:6][CH2:5]2, predict the reactants needed to synthesize it. (3) Given the product [C:1]([C:5]1[N:10]=[CH:9][C:8]([C:11]2[N:12]([C:32]([N:34]3[CH2:35][CH2:36][N:37]([CH2:40][C:41]([N:43]([CH2:53][CH3:54])[C:44]4[CH:45]=[N:46][CH:47]=[CH:48][CH:49]=4)=[O:42])[CH2:38][CH2:39]3)=[O:33])[C@@:13]([C:25]3[CH:26]=[CH:27][C:28]([Cl:31])=[CH:29][CH:30]=3)([CH3:24])[C@@:14]([C:17]3[CH:18]=[CH:19][C:20]([Cl:23])=[CH:21][CH:22]=3)([CH3:16])[N:15]=2)=[C:7]([O:50][CH2:51][CH3:52])[CH:6]=1)([CH3:2])([CH3:3])[CH3:4], predict the reactants needed to synthesize it. The reactants are: [C:1]([C:5]1[N:10]=[CH:9][C:8]([C:11]2[N:12]([C:32]([N:34]3[CH2:39][CH2:38][N:37]([CH2:40][C:41]([NH:43][C:44]4[CH:45]=[N:46][CH:47]=[CH:48][CH:49]=4)=[O:42])[CH2:36][CH2:35]3)=[O:33])[C@@:13]([C:25]3[CH:30]=[CH:29][C:28]([Cl:31])=[CH:27][CH:26]=3)([CH3:24])[C@@:14]([C:17]3[CH:22]=[CH:21][C:20]([Cl:23])=[CH:19][CH:18]=3)([CH3:16])[N:15]=2)=[C:7]([O:50][CH2:51][CH3:52])[CH:6]=1)([CH3:4])([CH3:3])[CH3:2].[CH2:53](I)[CH3:54].[H-].[Na+]. (4) Given the product [NH2:7][C:8]1[N:13]2[N:14]=[CH:15][C:16]([C:17]3[CH:18]=[N:19][C:20]4[C:25]([CH:26]=3)=[CH:24][CH:23]=[CH:22][CH:21]=4)=[C:12]2[N:11]=[C:10]([CH2:27][C:28]2[CH:33]=[CH:32][C:31]([CH2:34][C:35]([O:37][CH3:38])=[O:36])=[CH:30][CH:29]=2)[C:9]=1[Br:39], predict the reactants needed to synthesize it. The reactants are: C[Si](C)(C)CCOC[N:7](COCC[Si](C)(C)C)[C:8]1[N:13]2[N:14]=[CH:15][C:16]([C:17]3[CH:18]=[N:19][C:20]4[C:25]([CH:26]=3)=[CH:24][CH:23]=[CH:22][CH:21]=4)=[C:12]2[N:11]=[C:10]([CH2:27][C:28]2[CH:33]=[CH:32][C:31]([CH2:34][C:35]([O:37][CH3:38])=[O:36])=[CH:30][CH:29]=2)[C:9]=1[Br:39].C(O)(C(F)(F)F)=O.O. (5) Given the product [C:1]([NH:10][NH:9][C:8]([O:12][C:13]([CH3:16])([CH3:15])[CH3:14])=[O:11])(=[O:7])[CH2:2][CH2:3][CH:4]=[CH2:5], predict the reactants needed to synthesize it. The reactants are: [C:1]([OH:7])(=O)[CH2:2][CH2:3][CH:4]=[CH2:5].[C:8]([O:12][C:13]([CH3:16])([CH3:15])[CH3:14])(=[O:11])[NH:9][NH2:10].Cl.CN(C)CCCN=C=NCC. (6) Given the product [OH:16][C:9]1[C:10](=[O:15])[N:11]([CH3:14])[N:12]=[CH:13][C:8]=1[C:7]1[C:2]([N:22]2[CH2:27][CH2:26][O:25][CH2:24][CH2:23]2)=[N:3][C:4]([C:18]([F:21])([F:20])[F:19])=[N:5][CH:6]=1, predict the reactants needed to synthesize it. The reactants are: Cl[C:2]1[C:7]([C:8]2[CH:13]=[N:12][N:11]([CH3:14])[C:10](=[O:15])[C:9]=2[O:16]C)=[CH:6][N:5]=[C:4]([C:18]([F:21])([F:20])[F:19])[N:3]=1.[NH:22]1[CH2:27][CH2:26][O:25][CH2:24][CH2:23]1. (7) Given the product [CH3:26][C:24]1[NH:23][N:22]=[C:21]([NH:20][C:12]2[N:11]=[C:10]([O:8][C:5]3[CH:6]=[CH:7][C:2]([CH3:1])=[CH:3][CH:4]=3)[C:19]3[C:14]([CH:13]=2)=[CH:15][CH:16]=[CH:17][CH:18]=3)[CH:25]=1, predict the reactants needed to synthesize it. The reactants are: [CH3:1][C:2]1[CH:7]=[CH:6][C:5]([OH:8])=[CH:4][CH:3]=1.Cl[C:10]1[C:19]2[C:14](=[CH:15][CH:16]=[CH:17][CH:18]=2)[CH:13]=[C:12]([NH:20][C:21]2[CH:25]=[C:24]([CH3:26])[NH:23][N:22]=2)[N:11]=1.